From a dataset of Catalyst prediction with 721,799 reactions and 888 catalyst types from USPTO. Predict which catalyst facilitates the given reaction. (1) Product: [OH:22][C:12]1([C:15]([F:20])([F:21])[C:16]([F:18])([F:19])[F:17])[CH2:11][C:10]([CH3:23])([CH3:24])[C:4]2[C:5](=[CH:6][C:7]([CH3:9])=[CH:8][C:3]=2[O:2][CH3:1])[CH:13]1[NH:25][C:26]1[CH:35]=[CH:34][CH:33]=[C:32]2[C:27]=1[CH:28]=[N:29][NH:30][C:31]2=[O:36]. The catalyst class is: 528. Reactant: [CH3:1][O:2][C:3]1[CH:8]=[C:7]([CH3:9])[CH:6]=[CH:5][C:4]=1[C:10]([CH3:24])([CH3:23])[CH2:11][C:12]([OH:22])([C:15]([F:21])([F:20])[C:16]([F:19])([F:18])[F:17])[CH:13]=O.[NH2:25][C:26]1[CH:35]=[CH:34][CH:33]=[C:32]2[C:27]=1[CH:28]=[N:29][NH:30][C:31]2=[O:36]. (2) Reactant: C1(OC)C=CC=CC=1.[F:9][C:10]1[CH:15]=[C:14]([S:16]CC2C=CC(OC)=CC=2)[CH:13]=[C:12]([O:26][CH3:27])[CH:11]=1. Product: [F:9][C:10]1[CH:15]=[C:14]([SH:16])[CH:13]=[C:12]([O:26][CH3:27])[CH:11]=1. The catalyst class is: 67.